This data is from Catalyst prediction with 721,799 reactions and 888 catalyst types from USPTO. The task is: Predict which catalyst facilitates the given reaction. (1) Reactant: [CH:1]([O:4][C:5]1[CH:9]=[C:8]([CH2:10][CH2:11][C:12]([O:14][CH2:15][CH3:16])=[O:13])[NH:7][N:6]=1)([CH3:3])[CH3:2].[H-].[Na+].[Cl:19][C:20]1[C:27]([Cl:28])=[CH:26][CH:25]=[CH:24][C:21]=1[CH2:22]Cl.Cl. Product: [Cl:19][C:20]1[C:27]([Cl:28])=[CH:26][CH:25]=[CH:24][C:21]=1[CH2:22][N:7]1[C:8]([CH2:10][CH2:11][C:12]([O:14][CH2:15][CH3:16])=[O:13])=[CH:9][C:5]([O:4][CH:1]([CH3:3])[CH3:2])=[N:6]1. The catalyst class is: 9. (2) Reactant: [CH3:1][O:2][C:3]([C:5]1[CH:6]=[C:7]([CH:33]=[CH:34][CH:35]=1)[CH2:8][N:9]1[C:13](=[O:14])[C:12]2([CH2:19][CH2:18][N:17](C(OC(C)(C)C)=O)[CH2:16][CH2:15]2)[N:11]([C:27]2[CH:32]=[CH:31][CH:30]=[CH:29][CH:28]=2)[CH2:10]1)=[O:4].Cl. Product: [O:14]=[C:13]1[C:12]2([CH2:19][CH2:18][NH:17][CH2:16][CH2:15]2)[N:11]([C:27]2[CH:28]=[CH:29][CH:30]=[CH:31][CH:32]=2)[CH2:10][N:9]1[CH2:8][C:7]1[CH:6]=[C:5]([CH:35]=[CH:34][CH:33]=1)[C:3]([O:2][CH3:1])=[O:4]. The catalyst class is: 12. (3) Reactant: [CH2:1]([N:3]1[C:14](=[O:15])[C:12]2[N:13]3[C:8](=[CH:9][C:10](=[O:18])[C:11]=2[O:16][CH3:17])[CH2:7][CH2:6][CH:5]3[CH2:4]1)[CH3:2].C1C(=O)N([Br:26])C(=O)C1. Product: [Br:26][C:9]1[C:10](=[O:18])[C:11]([O:16][CH3:17])=[C:12]2[C:14](=[O:15])[N:3]([CH2:1][CH3:2])[CH2:4][CH:5]3[CH2:6][CH2:7][C:8]=1[N:13]23. The catalyst class is: 2. (4) Reactant: [NH2:1][C:2]1[CH:28]=[CH:27][C:5]([O:6][CH2:7][C:8]2[N:18]([CH2:19][CH2:20][CH:21]3[CH2:26][CH2:25][CH2:24][CH2:23][CH2:22]3)[C:11]3[N:12]=[C:13]([C:16]#[N:17])[N:14]=[CH:15][C:10]=3[CH:9]=2)=[CH:4][CH:3]=1.[F:29][C:30]([F:37])([F:36])[CH2:31][S:32](Cl)(=[O:34])=[O:33].N1C=CC=CC=1. Product: [C:16]([C:13]1[N:14]=[CH:15][C:10]2[CH:9]=[C:8]([CH2:7][O:6][C:5]3[CH:4]=[CH:3][C:2]([NH:1][S:32]([CH2:31][C:30]([F:37])([F:36])[F:29])(=[O:34])=[O:33])=[CH:28][CH:27]=3)[N:18]([CH2:19][CH2:20][CH:21]3[CH2:22][CH2:23][CH2:24][CH2:25][CH2:26]3)[C:11]=2[N:12]=1)#[N:17]. The catalyst class is: 34. (5) Reactant: [NH2:1][C:2]1[N:3]=[C:4]2[CH:9]=[CH:8][C:7]([O:10][C:11]3[CH:12]=[C:13]([NH:17][C:18](=[O:30])[C:19]4[CH:24]=[CH:23][CH:22]=[C:21]([C:25]5([C:28]#[N:29])[CH2:27][CH2:26]5)[CH:20]=4)[CH:14]=[CH:15][CH:16]=3)=[N:6][N:5]2[CH:31]=1.[S:32]1[CH:36]=[CH:35][C:34]([C:37](O)=[O:38])=[CH:33]1.C(Cl)(=O)C(Cl)=O.O1CCCC1. Product: [C:28]([C:25]1([C:21]2[CH:20]=[C:19]([CH:24]=[CH:23][CH:22]=2)[C:18]([NH:17][C:13]2[CH:12]=[C:11]([CH:16]=[CH:15][CH:14]=2)[O:10][C:7]2[CH:8]=[CH:9][C:4]3[N:5]([CH:31]=[C:2]([NH:1][C:37]([C:34]4[CH:35]=[CH:36][S:32][CH:33]=4)=[O:38])[N:3]=3)[N:6]=2)=[O:30])[CH2:27][CH2:26]1)#[N:29]. The catalyst class is: 402. (6) Reactant: [C:1]([O-:4])(=[S:3])[CH3:2].[K+].[Br:6][C:7]1[CH:8]=[CH:9][C:10]2[C:11]3[N:19]([CH2:20][CH2:21][CH2:22][CH2:23]Cl)[C:18]([CH2:25][O:26][CH2:27][CH3:28])=[N:17][C:12]=3[CH:13]=[N:14][C:15]=2[CH:16]=1. Product: [Br:6][C:7]1[CH:8]=[CH:9][C:10]2[C:11]3[N:19]([CH2:20][CH2:21][CH2:22][CH2:23][S:3][C:1](=[O:4])[CH3:2])[C:18]([CH2:25][O:26][CH2:27][CH3:28])=[N:17][C:12]=3[CH:13]=[N:14][C:15]=2[CH:16]=1. The catalyst class is: 3. (7) Reactant: [OH:1][C:2]1[CH:9]=[CH:8][C:5]([C:6]#[N:7])=[CH:4][C:3]=1[CH2:10][CH2:11][CH3:12].[CH3:13][O:14][C:15](=[O:31])[CH2:16][N:17]1[C:25]2[C:20](=[CH:21][C:22]([O:26][CH2:27][CH2:28][CH2:29]Br)=[CH:23][CH:24]=2)[CH:19]=[CH:18]1.C(=O)([O-])[O-].[Cs+].[Cs+]. Product: [CH3:13][O:14][C:15](=[O:31])[CH2:16][N:17]1[C:25]2[C:20](=[CH:21][C:22]([O:26][CH2:27][CH2:28][CH2:29][O:1][C:2]3[CH:9]=[CH:8][C:5]([C:6]#[N:7])=[CH:4][C:3]=3[CH2:10][CH2:11][CH3:12])=[CH:23][CH:24]=2)[CH:19]=[CH:18]1. The catalyst class is: 3.